From a dataset of Catalyst prediction with 721,799 reactions and 888 catalyst types from USPTO. Predict which catalyst facilitates the given reaction. (1) Reactant: CO.[C:3]([O:7][C:8](=[O:33])[N:9]([CH2:22][C:23]1[CH:32]=[CH:31][C:26]2[O:27][CH2:28][CH2:29][O:30][C:25]=2[CH:24]=1)[CH:10]1[CH2:15][CH2:14][N:13](C(=O)C(F)(F)F)[CH2:12][CH2:11]1)([CH3:6])([CH3:5])[CH3:4].C(=O)([O-])[O-].[K+].[K+]. Product: [C:3]([O:7][C:8](=[O:33])[N:9]([CH2:22][C:23]1[CH:32]=[CH:31][C:26]2[O:27][CH2:28][CH2:29][O:30][C:25]=2[CH:24]=1)[CH:10]1[CH2:15][CH2:14][NH:13][CH2:12][CH2:11]1)([CH3:6])([CH3:4])[CH3:5]. The catalyst class is: 6. (2) Reactant: [C:1]([NH:5][C:6](=[O:36])[CH2:7][C:8]1[CH:13]=[CH:12][C:11]([C:14]([C:19]2[CH:24]=[CH:23][C:22]([O:25][CH2:26][C@@H:27]3[CH2:31][O:30]C(C)(C)[O:28]3)=[C:21]([CH3:34])[CH:20]=2)([CH2:17][CH3:18])[CH2:15][CH3:16])=[CH:10][C:9]=1[CH3:35])([CH3:4])([CH3:3])[CH3:2].C(O)(C(F)(F)F)=O.C([O-])(O)=O.[Na+]. Product: [C:1]([NH:5][C:6](=[O:36])[CH2:7][C:8]1[CH:13]=[CH:12][C:11]([C:14]([C:19]2[CH:24]=[CH:23][C:22]([O:25][CH2:26][C@@H:27]([OH:28])[CH2:31][OH:30])=[C:21]([CH3:34])[CH:20]=2)([CH2:15][CH3:16])[CH2:17][CH3:18])=[CH:10][C:9]=1[CH3:35])([CH3:4])([CH3:2])[CH3:3]. The catalyst class is: 20. (3) Reactant: [C:1]([O:5][C:6]([NH:8][C@H:9]([C:18]([OH:20])=[O:19])[CH2:10][C:11]1[CH:16]=[CH:15][C:14]([OH:17])=[CH:13][CH:12]=1)=[O:7])([CH3:4])([CH3:3])[CH3:2].S(OCC)(O[CH2:25][CH3:26])(=O)=O.C(OCC)(=O)C.Cl. Product: [C:1]([O:5][C:6]([NH:8][C@H:9]([C:18]([OH:20])=[O:19])[CH2:10][C:11]1[CH:12]=[CH:13][C:14]([O:17][CH2:25][CH3:26])=[CH:15][CH:16]=1)=[O:7])([CH3:4])([CH3:2])[CH3:3]. The catalyst class is: 74. (4) Reactant: [C@]12(C)C(C)(C)C(CC1)CC2C([O:12][C@H:13]([C:17]1[CH:22]=[CH:21][C:20]([I:23])=[CH:19][C:18]=1[N+:24]([O-:26])=[O:25])[CH:14]([CH3:16])[CH3:15])=O.C([O-])([O-])=O.[K+].[K+]. Product: [I:23][C:20]1[CH:21]=[CH:22][C:17]([C@@H:13]([OH:12])[CH:14]([CH3:15])[CH3:16])=[C:18]([N+:24]([O-:26])=[O:25])[CH:19]=1. The catalyst class is: 5. (5) Reactant: [C:1]([O:5][C:6]([N:8]1[CH2:13][CH2:12][C@H:11]([NH2:14])[C@H:10]([C:15]([F:18])([F:17])[F:16])[CH2:9]1)=[O:7])([CH3:4])([CH3:3])[CH3:2].[O-]S([O-])(=O)=O.[Na+].[Na+].[O:26]=[C:27]1[NH:32][C:31]2[CH:33]=[C:34]([CH:37]=O)[CH:35]=[CH:36][C:30]=2[S:29][CH2:28]1.[BH4-].[Na+]. Product: [C:1]([O:5][C:6]([N:8]1[CH2:13][CH2:12][C@H:11]([NH:14][CH2:37][C:34]2[CH:35]=[CH:36][C:30]3[S:29][CH2:28][C:27](=[O:26])[NH:32][C:31]=3[CH:33]=2)[C@H:10]([C:15]([F:18])([F:16])[F:17])[CH2:9]1)=[O:7])([CH3:4])([CH3:2])[CH3:3]. The catalyst class is: 10. (6) Reactant: [F:1][C:2]([F:15])([C:8]1[CH:13]=[CH:12][C:11]([F:14])=[CH:10][N:9]=1)[C:3](OCC)=[O:4].[BH4-].[Na+]. Product: [F:15][C:2]([F:1])([C:8]1[CH:13]=[CH:12][C:11]([F:14])=[CH:10][N:9]=1)[CH2:3][OH:4]. The catalyst class is: 8. (7) Reactant: [CH3:1][C:2]([CH3:31])([CH3:30])[CH2:3][C:4]([NH:6][C:7]1[C:8]([CH3:29])=[C:9](B(O)O)[C:10]2[O:14][CH2:13][CH:12]([C:15]3[CH:20]=[CH:19][C:18]([CH:21]([CH3:23])[CH3:22])=[CH:17][CH:16]=3)[C:11]=2[C:24]=1[CH3:25])=[O:5].Br[C:33]1[S:34][CH:35]=[CH:36][CH:37]=1. Product: [CH:21]([C:18]1[CH:19]=[CH:20][C:15]([CH:12]2[C:11]3[C:24]([CH3:25])=[C:7]([NH:6][C:4](=[O:5])[CH2:3][C:2]([CH3:31])([CH3:30])[CH3:1])[C:8]([CH3:29])=[C:9]([C:33]4[S:34][CH:35]=[CH:36][CH:37]=4)[C:10]=3[O:14][CH2:13]2)=[CH:16][CH:17]=1)([CH3:23])[CH3:22]. The catalyst class is: 195.